Dataset: Full USPTO retrosynthesis dataset with 1.9M reactions from patents (1976-2016). Task: Predict the reactants needed to synthesize the given product. (1) Given the product [Cl:1][C:2]1[S:6][CH:5]=[C:4]([CH2:7][CH2:8][N:10]2[CH2:15][CH:14]3[CH:12]([C:13]3([C:17]3[CH:18]=[C:19]([NH:23][S:24]([CH3:27])(=[O:26])=[O:25])[CH:20]=[CH:21][CH:22]=3)[CH3:16])[CH2:11]2)[CH:3]=1, predict the reactants needed to synthesize it. The reactants are: [Cl:1][C:2]1[S:6][CH:5]=[C:4]([CH2:7][C:8]([N:10]2[CH2:15][CH:14]3[CH:12]([C:13]3([C:17]3[CH:18]=[C:19]([NH:23][S:24]([CH3:27])(=[O:26])=[O:25])[CH:20]=[CH:21][CH:22]=3)[CH3:16])[CH2:11]2)=O)[CH:3]=1.[H-].[Al+3].[Li+].[H-].[H-].[H-].O.C(=O)([O-])O.[Na+]. (2) Given the product [CH2:24]([O:1][C@H:2]1[CH2:6][N:5]([C:7]([O:9][C:10]([CH3:11])([CH3:12])[CH3:13])=[O:8])[C@H:4]([C:14]([O:16][CH3:17])=[O:15])[CH2:3]1)[C:21]1[CH:22]=[CH:23][CH:18]=[CH:19][CH:20]=1, predict the reactants needed to synthesize it. The reactants are: [OH:1][C@H:2]1[CH2:6][N:5]([C:7]([O:9][C:10]([CH3:13])([CH3:12])[CH3:11])=[O:8])[C@@H:4]([C:14]([O:16][CH3:17])=[O:15])[CH2:3]1.[CH:18]1[CH:23]=[CH:22][C:21]([CH2:24]Br)=[CH:20][CH:19]=1.CCOCC. (3) Given the product [CH3:19][O:18][C:11]1[CH:12]=[CH:13][CH:14]=[C:15]([O:16][CH3:17])[C:10]=1[CH:2]1[NH:1][C:6](=[O:7])[CH2:5][CH2:4][CH2:3]1, predict the reactants needed to synthesize it. The reactants are: [NH2:1][CH:2]([C:10]1[C:15]([O:16][CH3:17])=[CH:14][CH:13]=[CH:12][C:11]=1[O:18][CH3:19])[CH2:3][CH2:4][CH2:5][C:6](OC)=[O:7].C([O-])(O)=O.[Na+].O.CCOC(C)=O. (4) The reactants are: [CH3:1][N:2]1[CH:10]=[C:9]2[C:4]([CH:5]=[C:6]([C:11]3[C:12]4[C:19]([C:20]([O:22][CH2:23][CH:24]=[CH2:25])=[O:21])=[CH:18][N:17](COCC[Si](C)(C)C)[C:13]=4[N:14]=[CH:15][N:16]=3)[CH:7]=[CH:8]2)=[N:3]1.C(O)(C(F)(F)F)=O.C(#N)C.[OH-].[NH4+]. Given the product [CH3:1][N:2]1[CH:10]=[C:9]2[C:4]([CH:5]=[C:6]([C:11]3[C:12]4[C:19]([C:20]([O:22][CH2:23][CH:24]=[CH2:25])=[O:21])=[CH:18][NH:17][C:13]=4[N:14]=[CH:15][N:16]=3)[CH:7]=[CH:8]2)=[N:3]1, predict the reactants needed to synthesize it.